This data is from Full USPTO retrosynthesis dataset with 1.9M reactions from patents (1976-2016). The task is: Predict the reactants needed to synthesize the given product. (1) Given the product [C:21]([C:24]1[CH:29]=[CH:28][C:27]([C:2]2[C:11]([N:12]([CH:14]([CH3:16])[CH3:15])[CH3:13])=[N:10][C:9]3[C:4](=[CH:5][CH:6]=[C:7]([C:17]([O:19][CH3:20])=[O:18])[CH:8]=3)[N:3]=2)=[CH:26][CH:25]=1)(=[O:23])[NH2:22], predict the reactants needed to synthesize it. The reactants are: Cl[C:2]1[C:11]([N:12]([CH:14]([CH3:16])[CH3:15])[CH3:13])=[N:10][C:9]2[C:4](=[CH:5][CH:6]=[C:7]([C:17]([O:19][CH3:20])=[O:18])[CH:8]=2)[N:3]=1.[C:21]([C:24]1[CH:29]=[CH:28][C:27](B(O)O)=[CH:26][CH:25]=1)(=[O:23])[NH2:22].[O-]P([O-])([O-])=O.[K+].[K+].[K+]. (2) Given the product [NH2:16][C:11]1[N:10]=[C:9]([NH2:17])[C:8]([C:5]2[CH:4]=[CH:3][C:2]([NH:1][C:27]([CH:19]3[CH2:20][C:21]4[C:26](=[CH:25][CH:24]=[CH:23][CH:22]=4)[CH2:18]3)=[O:28])=[CH:7][CH:6]=2)=[C:13]([CH2:14][CH3:15])[N:12]=1, predict the reactants needed to synthesize it. The reactants are: [NH2:1][C:2]1[CH:7]=[CH:6][C:5]([C:8]2[C:9]([NH2:17])=[N:10][C:11]([NH2:16])=[N:12][C:13]=2[CH2:14][CH3:15])=[CH:4][CH:3]=1.[CH2:18]1[C:26]2[C:21](=[CH:22][CH:23]=[CH:24][CH:25]=2)[CH2:20][CH:19]1[C:27](O)=[O:28].CCN(CC)CC.CN(C(ON1N=NC2C=CC=CC1=2)=[N+](C)C)C.[B-](F)(F)(F)F. (3) Given the product [C:20]([O:24][C:25]([N:27]1[CH2:32][CH2:31][N:30]([C:8](=[O:19])[NH:9][C:10]2[C:14]3[CH:15]=[CH:16][CH:17]=[CH:18][C:13]=3[O:12][N:11]=2)[CH2:29][CH2:28]1)=[O:26])([CH3:23])([CH3:21])[CH3:22], predict the reactants needed to synthesize it. The reactants are: C1(O[C:8](=[O:19])[NH:9][C:10]2[C:14]3[CH:15]=[CH:16][CH:17]=[CH:18][C:13]=3[O:12][N:11]=2)C=CC=CC=1.[C:20]([O:24][C:25]([N:27]1[CH2:32][CH2:31][NH:30][CH2:29][CH2:28]1)=[O:26])([CH3:23])([CH3:22])[CH3:21].